Dataset: Catalyst prediction with 721,799 reactions and 888 catalyst types from USPTO. Task: Predict which catalyst facilitates the given reaction. (1) Reactant: O.O.O.O.O.[C:6]([O-:11])(=[O:10])[CH:7]([CH3:9])[OH:8].[Ca+2:12].[C:13]([O-:18])(=[O:17])[CH:14]([CH3:16])[OH:15]. Product: [C:6]([O-:11])(=[O:10])[CH:7]([CH3:9])[OH:8].[Ca+2:12].[C:13]([O-:18])(=[O:17])[CH:14]([CH3:16])[OH:15]. The catalyst class is: 6. (2) Reactant: CC[C@H]1[C@H]2C[C@H]([C@H](OC3[C:34]4[C:29](=[CH:30][CH:31]=[CH:32][CH:33]=4)[C:28]([O:35][C@H:36]([C:47]4[CH:56]=[CH:55]N=C5[C:48]=4[CH:49]=[C:50]([O:57][CH3:58])[CH:51]=C5)[C@@H]4N5C[C@H](CC)[C@@H](CC5)C4)=NN=3)C3C=CN=C4C=3C=C(OC)C=C4)N(CC2)C1.[C:59]([OH:63])(C)(C)C.C(C1C=CC([O:73]C)=CC=1OCC1C=CC=CC=1)C=C. Product: [CH2:28]([O:35][C:36]1[CH:51]=[C:50]([O:57][CH3:58])[CH:49]=[CH:48][C:47]=1[CH2:56][CH:55]([OH:73])[CH2:59][OH:63])[C:29]1[CH:30]=[CH:31][CH:32]=[CH:33][CH:34]=1. The catalyst class is: 6. (3) Reactant: [Cl:1][C:2]1[CH:3]=[C:4]([CH:7]=[CH:8][C:9]=1[C:10]([F:13])([F:12])[F:11])[CH2:5]Cl.[H-].[Na+].[F:16][C:17]([F:26])([F:25])[CH2:18][CH2:19][CH:20]([C:23]#[N:24])[C:21]#[N:22]. Product: [Cl:1][C:2]1[CH:3]=[C:4]([CH:7]=[CH:8][C:9]=1[C:10]([F:13])([F:12])[F:11])[CH2:5][C:20]([CH2:19][CH2:18][C:17]([F:16])([F:25])[F:26])([C:21]#[N:22])[C:23]#[N:24]. The catalyst class is: 9. (4) The catalyst class is: 326. Product: [Cl:28][C:7]1[C:6]([C:4]([O:3][CH2:1][CH3:2])=[O:5])=[C:11]([CH3:12])[N:10]=[C:9]([S:13][CH3:14])[N:8]=1. Reactant: [CH2:1]([O:3][C:4]([C:6]1[C:7](O)=[N:8][C:9]([S:13][CH3:14])=[N:10][C:11]=1[CH3:12])=[O:5])[CH3:2].C(N(CC)C(C)C)(C)C.O.O=P(Cl)(Cl)[Cl:28]. (5) Reactant: [CH3:1][N:2]1[C@@H:11]2[CH2:12][C:13]3[CH:18]=[CH:17][C:16]([OH:19])=[C:15]([OH:20])[C:14]=3[C:9]3[C:10]2=[C:5]([CH:6]=[CH:7][CH:8]=3)[CH2:4][CH2:3]1.Cl.C(Cl)(=O)C. Product: [CH3:1][N:2]1[C@@H:11]2[CH2:12][C:13]3[CH:18]=[CH:17][C:16]([OH:19])=[C:15]([OH:20])[C:14]=3[C:9]3[C:10]2=[C:5]([CH:6]=[CH:7][CH:8]=3)[CH2:4][CH2:3]1. The catalyst class is: 676. (6) Reactant: [CH2:1]([O:3][C:4](=[O:12])[C:5]1[CH:10]=[C:9]([OH:11])[CH:8]=[N:7][CH:6]=1)[CH3:2].CC(C)([O-])C.[K+].[CH:19]1([NH:25][C:26](=[O:47])[NH:27][C@@H:28]2[C@H:32]3[O:33][CH2:34][C@@H:35](OS(C4C=CC(C)=CC=4)(=O)=O)[C@H:31]3[O:30][CH2:29]2)[CH2:24][CH2:23][CH2:22][CH2:21][CH2:20]1. Product: [CH2:1]([O:3][C:4](=[O:12])[C:5]1[CH:10]=[C:9]([O:11][C@H:35]2[CH2:34][O:33][C@@H:32]3[C@@H:28]([NH:27][C:26]([NH:25][CH:19]4[CH2:20][CH2:21][CH2:22][CH2:23][CH2:24]4)=[O:47])[CH2:29][O:30][C@H:31]23)[CH:8]=[N:7][CH:6]=1)[CH3:2]. The catalyst class is: 9.